This data is from Reaction yield outcomes from USPTO patents with 853,638 reactions. The task is: Predict the reaction yield, written as a fraction of the theoretical maximum amount of product (1.0 means a 100% yield; for example, 0.34 means a 34% yield). (1) The reactants are CS([O:5][C:6]1[CH:11]=CC(C(C)(C)C)=CC=1)(=O)=[O:3].NC1C=CC=CC=1.C1C=CC(/C=C/C(/C=C/C2C=CC=CC=2)=[O:32])=CC=1.C1C=CC(/C=C/[C:49](/[CH:51]=C/C2C=CC=CC=2)=[O:50])=CC=1.C1C=CC(/C=C/C(/C=C/C2C=CC=CC=2)=O)=CC=1.[Pd:77].[Pd]. The catalyst is O. The product is [CH3:11][C:6]([O-:5])=[O:32].[CH3:51][C:49]([O-:3])=[O:50].[Pd+2:77]. The yield is 0.990. (2) The reactants are [C-]#N.[Na+].C(O)C.[C:7]([C:9]1[CH:10]=[C:11]([CH:14]=[CH:15][CH:16]=1)[CH:12]=[O:13])#[N:8].[CH3:17][S:18][C:19]1[CH:26]=[CH:25][C:22]([CH:23]=[O:24])=[CH:21][CH:20]=1. The catalyst is O. The product is [C:7]([C:9]1[CH:10]=[C:11]([C:12](=[O:13])[CH:23]([OH:24])[C:22]2[CH:25]=[CH:26][C:19]([S:18][CH3:17])=[CH:20][CH:21]=2)[CH:14]=[CH:15][CH:16]=1)#[N:8]. The yield is 0.610. (3) The reactants are [N:1]([CH:4]1[CH2:13][CH2:12][C:7]2([O:11][CH2:10][CH2:9][O:8]2)[CH2:6][CH2:5]1)=[N+:2]=[N-:3].[CH3:14][Si:15]([CH3:20])([CH3:19])[C:16]#[C:17]C. No catalyst specified. The product is [O:11]1[C:7]2([CH2:6][CH2:5][CH:4]([N:1]3[CH:17]=[C:16]([Si:15]([CH3:20])([CH3:19])[CH3:14])[N:3]=[N:2]3)[CH2:13][CH2:12]2)[O:8][CH2:9][CH2:10]1. The yield is 1.05. (4) The reactants are [CH2:1]([O:3][C:4]([C:6]1[NH:7][CH:8]=[CH:9][C:10]=1[NH2:11])=[O:5])[CH3:2].[C:12]([O:16][C:17]([N:19]1[CH2:24][CH2:23][CH:22]([CH:25]=O)[CH2:21][CH2:20]1)=[O:18])([CH3:15])([CH3:14])[CH3:13]. The yield is 0.100. The product is [C:12]([O:16][C:17]([N:19]1[CH2:24][CH2:23][CH:22]([CH2:25][NH:11][C:10]2[CH:9]=[CH:8][NH:7][C:6]=2[C:4]([O:3][CH2:1][CH3:2])=[O:5])[CH2:21][CH2:20]1)=[O:18])([CH3:15])([CH3:13])[CH3:14]. No catalyst specified. (5) The reactants are CO[C:3]([CH:5]1[CH2:9][C:8]([CH3:11])([CH3:10])[CH2:7][C:6]1=O)=[O:4].[Cl:13][C:14]1[CH:15]=[CH:16][C:17]([F:23])=[C:18]([CH:22]=1)[C:19]([NH2:21])=[NH:20]. The catalyst is C(O)C. The product is [Cl:13][C:14]1[CH:15]=[CH:16][C:17]([F:23])=[C:18]([C:19]2[N:20]=[C:3]([OH:4])[C:5]3[CH2:9][C:8]([CH3:11])([CH3:10])[CH2:7][C:6]=3[N:21]=2)[CH:22]=1. The yield is 0.590. (6) The reactants are [CH3:1][O:2][CH2:3][CH2:4][O:5][CH2:6][C:7]([C:10]1[CH:15]=[CH:14][C:13]([N+:16]([O-])=O)=[CH:12][CH:11]=1)([CH3:9])[CH3:8]. The catalyst is CO.[Ni]. The product is [CH3:1][O:2][CH2:3][CH2:4][O:5][CH2:6][C:7]([C:10]1[CH:15]=[CH:14][C:13]([NH2:16])=[CH:12][CH:11]=1)([CH3:9])[CH3:8]. The yield is 0.770. (7) The reactants are [CH3:1][O:2][C:3]1[CH:8]=[C:7]([O:9][CH3:10])[CH:6]=[CH:5][C:4]=1/[CH:11]=[CH:12]/[C:13]1[N:18]=[C:17](O)[CH:16]=[C:15]([CH3:20])[N:14]=1.O=P(Cl)(Cl)[Cl:23]. No catalyst specified. The product is [Cl:23][C:17]1[CH:16]=[C:15]([CH3:20])[N:14]=[C:13]([CH:12]=[CH:11][C:4]2[CH:5]=[CH:6][C:7]([O:9][CH3:10])=[CH:8][C:3]=2[O:2][CH3:1])[N:18]=1. The yield is 0.600.